Dataset: Choline transporter screen with 302,306 compounds. Task: Binary Classification. Given a drug SMILES string, predict its activity (active/inactive) in a high-throughput screening assay against a specified biological target. The drug is S(=O)(=O)(NCc1ccccc1)c1c(=O)n2c(scc2C)nc1C. The result is 0 (inactive).